From a dataset of Reaction yield outcomes from USPTO patents with 853,638 reactions. Predict the reaction yield, written as a fraction of the theoretical maximum amount of product (1.0 means a 100% yield; for example, 0.34 means a 34% yield). (1) The reactants are Br[C:2]1[CH:7]=[CH:6][C:5]([S:8]([NH:11][CH2:12][CH3:13])(=[O:10])=[O:9])=[CH:4][C:3]=1[F:14].[C:15]([C:17]1[N:21]([CH3:22])[C:20](B(O)O)=[CH:19][CH:18]=1)#[N:16].[F-].[K+].C(P(C(C)(C)C)C(C)(C)C)(C)(C)C. The catalyst is C1C=CC(/C=C/C(/C=C/C2C=CC=CC=2)=O)=CC=1.C1C=CC(/C=C/C(/C=C/C2C=CC=CC=2)=O)=CC=1.C1C=CC(/C=C/C(/C=C/C2C=CC=CC=2)=O)=CC=1.[Pd].[Pd]. The product is [C:15]([C:17]1[N:21]([CH3:22])[C:20]([C:2]2[CH:7]=[CH:6][C:5]([S:8]([NH:11][CH2:12][CH3:13])(=[O:10])=[O:9])=[CH:4][C:3]=2[F:14])=[CH:19][CH:18]=1)#[N:16]. The yield is 0.240. (2) The reactants are [O:1]=[C:2]1[NH:7][C:6]2[CH:8]=[C:9]([C:12](OC)=[O:13])[CH:10]=[N:11][C:5]=2[N:4]2[CH:16]=[CH:17][CH:18]=[C:3]12.[H-].[Na+].[H-].[Al+3].[Li+].[H-].[H-].[H-]. The catalyst is C1COCC1.CO.O. The product is [OH:13][CH2:12][C:9]1[CH:10]=[N:11][C:5]2[N:4]3[CH:16]=[CH:17][CH:18]=[C:3]3[C:2](=[O:1])[NH:7][C:6]=2[CH:8]=1. The yield is 0.483. (3) The reactants are [Cl:1][C:2]1[C:3]2[CH:12]=[CH:11][CH:10]=[CH:9][C:4]=2[S:5][C:6]=1[CH2:7][OH:8].C[N+]1([O-])CCOCC1. The catalyst is C(Cl)Cl.CCC[N+](CCC)(CCC)CCC.[O-][Ru](=O)(=O)=O. The product is [Cl:1][C:2]1[C:3]2[CH:12]=[CH:11][CH:10]=[CH:9][C:4]=2[S:5][C:6]=1[CH:7]=[O:8]. The yield is 0.840. (4) The reactants are [CH:1]([C:4]1[CH:9]=[CH:8][CH:7]=[C:6]([CH:10]([CH3:12])[CH3:11])[C:5]=1[NH:13][CH:14]=O)([CH3:3])[CH3:2].O=P(Cl)(Cl)Cl.C(N(CC)CC)C. The catalyst is C(Cl)Cl. The product is [CH:10]([C:6]1[CH:7]=[CH:8][CH:9]=[C:4]([CH:1]([CH3:3])[CH3:2])[C:5]=1[N+:13]#[C-:14])([CH3:12])[CH3:11]. The yield is 0.790. (5) The reactants are [OH:1][CH2:2][C@H:3]1[CH2:20][N:7]2[CH2:8][CH2:9][N:10]([C:12]3[CH:17]=[CH:16][C:15]([F:18])=[CH:14][C:13]=3[NH2:19])[CH2:11][C@@H:6]2[CH2:5][CH2:4]1.[F:21][C:22]1[CH:27]=[CH:26][C:25](O)=[CH:24][CH:23]=1.C1(P(C2C=CC=CC=2)C2C=CC=CC=2)C=CC=CC=1.N(C(OCC)=O)=NC(OCC)=O. The catalyst is C1COCC1. The product is [F:21][C:22]1[CH:27]=[CH:26][C:25]([O:1][CH2:2][C@H:3]2[CH2:20][N:7]3[CH2:8][CH2:9][N:10]([C:12]4[CH:17]=[CH:16][C:15]([F:18])=[CH:14][C:13]=4[NH2:19])[CH2:11][C@@H:6]3[CH2:5][CH2:4]2)=[CH:24][CH:23]=1. The yield is 0.300.